From a dataset of Catalyst prediction with 721,799 reactions and 888 catalyst types from USPTO. Predict which catalyst facilitates the given reaction. (1) Reactant: [CH3:1][C:2]1[CH:3]=[CH:4][C:5]([C:8]([OH:10])=O)=[N:6][CH:7]=1.[N:11]1([C:17]([O:19][C:20]([CH3:23])([CH3:22])[CH3:21])=[O:18])[CH2:16][CH2:15][NH:14][CH2:13][CH2:12]1.Cl.C(N=C=NCCCN(C)C)C.N1C=CC=CC=1. Product: [CH3:1][C:2]1[CH:3]=[CH:4][C:5]([C:8]([N:14]2[CH2:13][CH2:12][N:11]([C:17]([O:19][C:20]([CH3:23])([CH3:22])[CH3:21])=[O:18])[CH2:16][CH2:15]2)=[O:10])=[N:6][CH:7]=1. The catalyst class is: 408. (2) Reactant: [CH2:1]([O:8][C:9]([NH:11][C@@H:12]([C@@H:20]([OH:24])[CH:21]([CH3:23])[CH3:22])[C:13]([O:15]C(C)(C)C)=[O:14])=[O:10])[C:2]1[CH:7]=[CH:6][CH:5]=[CH:4][CH:3]=1.FC(F)(F)C(O)=O. Product: [CH2:1]([O:8][C:9]([NH:11][C@@H:12]([C@@H:20]([OH:24])[CH:21]([CH3:22])[CH3:23])[C:13]([OH:15])=[O:14])=[O:10])[C:2]1[CH:3]=[CH:4][CH:5]=[CH:6][CH:7]=1. The catalyst class is: 2. (3) Reactant: CCN=C=NCCCN(C)C.C1C=CC2N(O)N=NC=2C=1.[CH3:22][CH:23]([O:25][C:26]1[N:31]=[CH:30][C:29]([C:32]([OH:34])=O)=[CH:28][C:27]=1[O:35][CH3:36])[CH3:24].O[NH:38]/[C:39](=[N:56]\[H])/[C:40]1[CH:41]=[CH:42][CH:43]=[C:44]2[C:48]=1[NH:47][CH:46]=[C:45]2[CH2:49][CH2:50][C:51]([O:53][CH2:54][CH3:55])=[O:52].CCCC[N+](CCCC)(CCCC)CCCC.[F-]. Product: [CH3:24][CH:23]([O:25][C:26]1[N:31]=[CH:30][C:29]([C:32]2[O:34][N:56]=[C:39]([C:40]3[CH:41]=[CH:42][CH:43]=[C:44]4[C:48]=3[NH:47][CH:46]=[C:45]4[CH2:49][CH2:50][C:51]([O:53][CH2:54][CH3:55])=[O:52])[N:38]=2)=[CH:28][C:27]=1[O:35][CH3:36])[CH3:22]. The catalyst class is: 1. (4) Reactant: Br.[NH2:2][CH:3]([C:5]1[CH:10]=[CH:9][C:8]([OH:11])=[CH:7][CH:6]=1)[CH3:4].C1COCC1.C([O-])(O)=O.[Na+].Cl[C:23]([O:25][CH2:26][C:27]1[CH:32]=[CH:31][CH:30]=[CH:29][CH:28]=1)=[O:24]. Product: [OH:11][C:8]1[CH:9]=[CH:10][C:5]([C@@H:3]([NH:2][C:23](=[O:24])[O:25][CH2:26][C:27]2[CH:32]=[CH:31][CH:30]=[CH:29][CH:28]=2)[CH3:4])=[CH:6][CH:7]=1. The catalyst class is: 6. (5) Reactant: [F:1][C:2]1[CH:7]=[C:6]([F:8])[CH:5]=[CH:4][C:3]=1[C@@:9]([OH:38])([CH2:32][N:33]1[CH:37]=[N:36][CH:35]=[N:34]1)[C@H:10]([S:12][C@@H:13]1[CH2:18][O:17][C@@H:16](/[CH:19]=[CH:20]/[CH:21]=[CH:22]/[C:23]2[CH:30]=[CH:29][C:26]([C:27]#[N:28])=[CH:25][C:24]=2[F:31])[O:15][CH2:14]1)[CH3:11].[H-].[Na+].[CH2:41]([O:44][P:45]([O:51][CH2:52][C:53]1[C:61]([CH3:62])=[CH:60][CH:59]=[CH:58][C:54]=1[C:55](Cl)=[O:56])([O:47][CH2:48][CH:49]=[CH2:50])=[O:46])[CH:42]=[CH2:43]. Product: [CH2:48]([O:47][P:45]([O:51][CH2:52][C:53]1[C:61]([CH3:62])=[CH:60][CH:59]=[CH:58][C:54]=1[C:55]([O:38][C@:9]([C:3]1[CH:4]=[CH:5][C:6]([F:8])=[CH:7][C:2]=1[F:1])([CH2:32][N:33]1[CH:37]=[N:36][CH:35]=[N:34]1)[C@H:10]([S:12][C@@H:13]1[CH2:18][O:17][C@@H:16](/[CH:19]=[CH:20]/[CH:21]=[CH:22]/[C:23]2[CH:30]=[CH:29][C:26]([C:27]#[N:28])=[CH:25][C:24]=2[F:31])[O:15][CH2:14]1)[CH3:11])=[O:56])([O:44][CH2:41][CH:42]=[CH2:43])=[O:46])[CH:49]=[CH2:50]. The catalyst class is: 7. (6) Reactant: C1(S([N:10]2[C:14]3=[N:15][CH:16]=[C:17]([S:19][C:20]4[CH:25]=[CH:24][CH:23]=[CH:22][CH:21]=4)[CH:18]=[C:13]3[C:12]([C:26]3[CH:27]=[N:28][NH:29][CH:30]=3)=[CH:11]2)(=O)=O)C=CC=CC=1.[OH-].[Na+]. Product: [C:20]1([S:19][C:17]2[CH:18]=[C:13]3[C:12]([C:26]4[CH:30]=[N:29][NH:28][CH:27]=4)=[CH:11][NH:10][C:14]3=[N:15][CH:16]=2)[CH:21]=[CH:22][CH:23]=[CH:24][CH:25]=1. The catalyst class is: 14.